From a dataset of Reaction yield outcomes from USPTO patents with 853,638 reactions. Predict the reaction yield, written as a fraction of the theoretical maximum amount of product (1.0 means a 100% yield; for example, 0.34 means a 34% yield). (1) The reactants are [CH:1]1[C:11]2[CH:10]=[CH:9][C:8]3[CH:12]=[CH:13][CH:14]=[CH:15][C:7]=3[N:6]([CH2:16][C:17]3[CH:26]=[CH:25][C:20]([C:21](OC)=[O:22])=[CH:19][CH:18]=3)[C:5]=2[CH:4]=[CH:3][CH:2]=1.[NH2:27][OH:28].[OH-].[Na+].C1COCC1. The catalyst is CO. The product is [CH:1]1[C:11]2[CH:10]=[CH:9][C:8]3[CH:12]=[CH:13][CH:14]=[CH:15][C:7]=3[N:6]([CH2:16][C:17]3[CH:26]=[CH:25][C:20]([C:21]([NH:27][OH:28])=[O:22])=[CH:19][CH:18]=3)[C:5]=2[CH:4]=[CH:3][CH:2]=1. The yield is 0.260. (2) The yield is 0.300. The reactants are [C:1]([O:4][C@H:5]1[CH2:10][CH2:9][C@H:8]2[C@H:11]3[C@H:21]([CH2:22][CH2:23][C@:6]12[CH3:7])[C@:19]1([CH3:20])[C@H:14]([CH2:15][CH2:16][CH2:17][CH2:18]1)[C:13](=[O:24])[CH2:12]3)(=[O:3])[CH3:2].C1(P(C2C=CC=CC=2)C2C=CC=CC=2)C=CC=CC=1.[C:44]([OH:47])(=[O:46])[CH3:45].C[CH2:49][O:50]C(/N=N/C(OCC)=O)=O. The catalyst is O1CCCC1. The product is [CH3:49][O:50][C@:14]12[CH2:15][C@H:16]([O:46][C:44](=[O:47])[CH3:45])[CH2:17][CH2:18][C@:19]1([CH3:20])[C@@H:21]1[C@H:11]([C@H:8]3[C@@:6]([CH2:23][CH2:22]1)([CH3:7])[C@@H:5]([O:4][C:1](=[O:3])[CH3:2])[CH2:10][CH2:9]3)[CH2:12][C:13]2=[O:24]. (3) The reactants are [Br:1][C:2]1[CH:7]=[CH:6][C:5]([NH:8][C:9]2[C:10]([C:18](O)=[O:19])=[CH:11][N:12]([CH3:17])[C:13](=[O:16])[C:14]=2[F:15])=[C:4]([F:21])[CH:3]=1.CCN=C=NCCCN(C)C.C1C=CC2N(O)[N:40]=[N:39]C=2C=1.NN.CCN(CC)CC. The catalyst is CN(C=O)C.CCOC(C)=O. The product is [Br:1][C:2]1[CH:7]=[CH:6][C:5]([NH:8][C:9]2[C:10]([C:18]([NH:39][NH2:40])=[O:19])=[CH:11][N:12]([CH3:17])[C:13](=[O:16])[C:14]=2[F:15])=[C:4]([F:21])[CH:3]=1. The yield is 0.890. (4) The product is [Br:12][CH:4]([C:3](=[O:10])[CH:2]([CH3:1])[CH3:11])[C:5]([O:7][CH2:8][CH3:9])=[O:6]. The reactants are [CH3:1][CH:2]([CH3:11])[C:3](=[O:10])[CH2:4][C:5]([O:7][CH2:8][CH3:9])=[O:6].[Br:12]Br. The yield is 0.820. The catalyst is O. (5) The reactants are [CH2:1]([O:8][C:9]1[CH:10]=[C:11]2[C:16](=[CH:17][CH:18]=1)[C:15](=[O:19])[N:14]([CH2:20][CH:21]1[CH2:23][CH2:22]1)[C:13]([CH2:24][N:25]1C(=O)C3C(=CC=CC=3)[C:26]1=[O:35])=[C:12]2[O:36][CH2:37][CH2:38][CH2:39][CH3:40])[C:2]1[CH:7]=[CH:6][CH:5]=[CH:4][CH:3]=1.O.NN.C(=O)([O-])O.[Na+].C(OC([O:51][C:52]([CH3:55])([CH3:54])[CH3:53])=O)([O:51][C:52]([CH3:55])([CH3:54])[CH3:53])=O. The catalyst is C(O)C.O. The product is [CH2:1]([O:8][C:9]1[CH:10]=[C:11]2[C:16](=[CH:17][CH:18]=1)[C:15](=[O:19])[N:14]([CH2:20][CH:21]1[CH2:22][CH2:23]1)[C:13]([CH2:24][NH:25][C:26](=[O:35])[O:51][C:52]([CH3:55])([CH3:54])[CH3:53])=[C:12]2[O:36][CH2:37][CH2:38][CH2:39][CH3:40])[C:2]1[CH:3]=[CH:4][CH:5]=[CH:6][CH:7]=1. The yield is 0.964. (6) The reactants are Cl.[NH2:2][C@H:3]([C:5]([O:7][CH3:8])=[O:6])[CH3:4].Cl[P:10]([O:13][C:14]1[CH:19]=[CH:18][CH:17]=[CH:16][CH:15]=1)(Cl)=[O:11].CCN(CC)CC.[OH:27][C@H:28]([C:44]([CH3:48])([CH3:47])[CH2:45][OH:46])[C:29]([NH:31][CH2:32][CH2:33][C:34]([O:36][CH2:37][C:38]1[CH:43]=[CH:42][CH:41]=[CH:40][CH:39]=1)=[O:35])=[O:30]. The catalyst is C(Cl)Cl. The yield is 0.200. The product is [OH:27][C@H:28]([C:44]([CH3:48])([CH3:47])[CH2:45][O:46][P:10]([NH:2][C@@H:3]([CH3:4])[C:5]([O:7][CH3:8])=[O:6])([O:13][C:14]1[CH:19]=[CH:18][CH:17]=[CH:16][CH:15]=1)=[O:11])[C:29]([NH:31][CH2:32][CH2:33][C:34]([O:36][CH2:37][C:38]1[CH:39]=[CH:40][CH:41]=[CH:42][CH:43]=1)=[O:35])=[O:30]. (7) The reactants are [CH2:1]([N:8]1[C:16]2[CH:15]=[CH:14][CH:13]=[C:12]([NH2:17])[C:11]=2[CH:10]=[N:9]1)[C:2]1[CH:7]=[CH:6][CH:5]=[CH:4][CH:3]=1.[Br:18]N1C(=O)CCC1=O. The catalyst is CN(C=O)C.O. The product is [CH2:1]([N:8]1[C:16]2[CH:15]=[CH:14][C:13]([Br:18])=[C:12]([NH2:17])[C:11]=2[CH:10]=[N:9]1)[C:2]1[CH:3]=[CH:4][CH:5]=[CH:6][CH:7]=1. The yield is 0.0400. (8) The reactants are [Br:1][C:2]1[CH:3]=[C:4]([NH:13][CH:14]2[CH2:19][CH2:18][O:17][CH2:16][CH2:15]2)[C:5]([CH3:12])=[C:6]([CH:11]=1)[C:7]([O:9][CH3:10])=[O:8].[CH:20](=O)[CH3:21].C(O)(=O)C.C(O[BH-](OC(=O)C)OC(=O)C)(=O)C.[Na+]. The catalyst is ClC(Cl)C. The product is [Br:1][C:2]1[CH:3]=[C:4]([N:13]([CH2:20][CH3:21])[CH:14]2[CH2:19][CH2:18][O:17][CH2:16][CH2:15]2)[C:5]([CH3:12])=[C:6]([CH:11]=1)[C:7]([O:9][CH3:10])=[O:8]. The yield is 0.930. (9) The reactants are [OH-:1].[Na+].[C:3]([C:5]1[CH:10]=[CH:9][CH:8]=[C:7]([CH2:11][CH3:12])[CH:6]=1)#N.C[OH:14]. No catalyst specified. The product is [CH2:11]([C:7]1[CH:6]=[C:5]([CH:10]=[CH:9][CH:8]=1)[C:3]([OH:14])=[O:1])[CH3:12]. The yield is 0.280.